Dataset: Full USPTO retrosynthesis dataset with 1.9M reactions from patents (1976-2016). Task: Predict the reactants needed to synthesize the given product. (1) Given the product [Cl:20][C:5]1[CH:4]=[C:3]([Cl:21])[C:2]([CH:31]2[C@H:30]([O:29][CH2:22][C:23]3[CH:24]=[CH:25][CH:26]=[CH:27][CH:28]=3)[C@@H:36]([O:37][CH2:38][C:39]3[CH:44]=[CH:43][CH:42]=[CH:41][CH:40]=3)[C@H:35]([O:45][CH2:46][C:47]3[CH:48]=[CH:49][CH:50]=[CH:51][CH:52]=3)[C@@H:34]([CH2:53][O:54][CH2:55][C:56]3[CH:57]=[CH:58][CH:59]=[CH:60][CH:61]=3)[O:33]2)=[CH:19][C:6]=1[CH2:7][OH:8], predict the reactants needed to synthesize it. The reactants are: Br[C:2]1[C:3]([Cl:21])=[CH:4][C:5]([Cl:20])=[C:6]([CH:19]=1)[CH2:7][O:8][Si](C(C)C)(C(C)C)C(C)C.[CH2:22]([O:29][C@@H:30]1[C@@H:36]([O:37][CH2:38][C:39]2[CH:44]=[CH:43][CH:42]=[CH:41][CH:40]=2)[C@H:35]([O:45][CH2:46][C:47]2[CH:52]=[CH:51][CH:50]=[CH:49][CH:48]=2)[C@@H:34]([CH2:53][O:54][CH2:55][C:56]2[CH:61]=[CH:60][CH:59]=[CH:58][CH:57]=2)[O:33][CH:31]1O)[C:23]1[CH:28]=[CH:27][CH:26]=[CH:25][CH:24]=1. (2) The reactants are: [F:1][C:2]1[CH:14]=[CH:13][C:12]2[C:11]3[C:6](=[CH:7][CH:8]=[CH:9][C:10]=3[F:15])[NH:5][C:4]=2[CH:3]=1.[OH-].[K+].[CH2:18]([CH:20]1[O:22][CH2:21]1)Br. Given the product [F:1][C:2]1[CH:14]=[CH:13][C:12]2[C:11]3[C:6](=[CH:7][CH:8]=[CH:9][C:10]=3[F:15])[N:5]([CH2:18][CH:20]3[CH2:21][O:22]3)[C:4]=2[CH:3]=1, predict the reactants needed to synthesize it. (3) Given the product [F:1][C:2]1[CH:7]=[CH:6][C:5]([C:8]2[CH:9]=[C:10]([O:14][S:24]([C:23]([F:36])([F:35])[F:22])(=[O:26])=[O:25])[N:11]=[N:12][CH:13]=2)=[CH:4][C:3]=1[C:15]1[C:20]([F:21])=[CH:19][CH:18]=[CH:17][N:16]=1, predict the reactants needed to synthesize it. The reactants are: [F:1][C:2]1[CH:7]=[CH:6][C:5]([C:8]2[CH:13]=[N:12][NH:11][C:10](=[O:14])[CH:9]=2)=[CH:4][C:3]=1[C:15]1[C:20]([F:21])=[CH:19][CH:18]=[CH:17][N:16]=1.[F:22][C:23]([F:36])([F:35])[S:24](O[S:24]([C:23]([F:36])([F:35])[F:22])(=[O:26])=[O:25])(=[O:26])=[O:25].O. (4) Given the product [Cl:1][C:2]1[CH:7]=[CH:6][C:5]([C:18]2[S:22][C:21]([C:23]([O:25][CH2:26][CH3:11])=[O:24])=[C:20]([C:27]3[C:36]4[CH2:35][CH2:34][CH2:33][CH2:32][C:31]=4[C:30]([S:37](=[O:40])(=[O:39])[NH2:38])=[CH:29][CH:28]=3)[C:19]=2[CH3:41])=[CH:4][CH:3]=1, predict the reactants needed to synthesize it. The reactants are: [Cl:1][C:2]1[CH:7]=[CH:6][C:5](B(O)O)=[CH:4][CH:3]=1.[C:11](=O)([O-])[O-].[K+].[K+].Br[C:18]1[S:22][C:21]([C:23]([O:25][CH3:26])=[O:24])=[C:20]([C:27]2[C:36]3[CH2:35][CH2:34][CH2:33][CH2:32][C:31]=3[C:30]([S:37](=[O:40])(=[O:39])[NH2:38])=[CH:29][CH:28]=2)[C:19]=1[CH3:41]. (5) The reactants are: [CH2:1]([S:8][C:9]1[NH:14][C:13](=[O:15])[C:12]([O:16]C)=[C:11]([C:18]([F:21])([F:20])[F:19])[N:10]=1)[C:2]1[CH:7]=[CH:6][CH:5]=[CH:4][CH:3]=1.B(Br)(Br)Br.[OH-].[Na+]. Given the product [CH2:1]([S:8][C:9]1[NH:14][C:13](=[O:15])[C:12]([OH:16])=[C:11]([C:18]([F:21])([F:19])[F:20])[N:10]=1)[C:2]1[CH:3]=[CH:4][CH:5]=[CH:6][CH:7]=1, predict the reactants needed to synthesize it.